Dataset: Full USPTO retrosynthesis dataset with 1.9M reactions from patents (1976-2016). Task: Predict the reactants needed to synthesize the given product. (1) Given the product [C:7]([O:6][C:5](=[O:11])[N:4]([CH2:12][C:13]1[CH:17]=[C:16]([N:18]([C:31](=[O:33])[CH3:32])[C:19]2[CH:20]=[CH:21][CH:22]=[CH:23][CH:24]=2)[N:15]([C:25]2[CH:30]=[CH:29][CH:28]=[CH:27][CH:26]=2)[N:14]=1)[CH3:3])([CH3:10])([CH3:8])[CH3:9], predict the reactants needed to synthesize it. The reactants are: [H-].[Na+].[CH3:3][N:4]([CH2:12][C:13]1[CH:17]=[C:16]([NH:18][C:19]2[CH:24]=[CH:23][CH:22]=[CH:21][CH:20]=2)[N:15]([C:25]2[CH:30]=[CH:29][CH:28]=[CH:27][CH:26]=2)[N:14]=1)[C:5](=[O:11])[O:6][C:7]([CH3:10])([CH3:9])[CH3:8].[C:31](Cl)(=[O:33])[CH3:32].O. (2) Given the product [NH:14]1[C:15]2[C:20](=[CH:19][CH:18]=[CH:17][CH:16]=2)[C:12]([C@H:5]2[C:6]3[C:11](=[CH:10][CH:9]=[CH:8][CH:7]=3)[C@H:3]([NH:2][CH3:1])[CH2:4]2)=[CH:13]1, predict the reactants needed to synthesize it. The reactants are: [CH3:1][NH:2][C@H:3]1[C:11]2[C:6](=[CH:7][CH:8]=[CH:9][CH:10]=2)[C@H:5]([C:12]2[C:20]3[C:15](=[CH:16][CH:17]=[CH:18][CH:19]=3)[N:14](S(C3C=CC(C)=CC=3)(=O)=O)[CH:13]=2)[CH2:4]1.[OH-].[Na+].O. (3) Given the product [Cl:29][C:30]1[CH:35]=[C:34]([Cl:36])[CH:33]=[CH:32][C:31]=1[S:37]([N:11]1[C:12]2[C:8](=[C:7]3[CH2:1][NH:2][CH2:3][CH2:4][O:5][C:6]3=[CH:14][CH:13]=2)[CH:9]=[CH:10]1)(=[O:39])=[O:38], predict the reactants needed to synthesize it. The reactants are: [CH2:1]1[C:7]2=[C:8]3[C:12](=[CH:13][CH:14]=[C:6]2[O:5][CH2:4][CH2:3][N:2]1C(OC(C)(C)C)=O)[NH:11][CH:10]=[CH:9]3.[H-].[Na+].CN(C=O)C.[Cl:29][C:30]1[CH:35]=[C:34]([Cl:36])[CH:33]=[CH:32][C:31]=1[S:37](Cl)(=[O:39])=[O:38]. (4) Given the product [CH2:1]([O:3][C:4](=[O:24])[CH2:5][CH:6]1[CH2:11][CH2:10][CH:9]([C:12]2[CH:17]=[CH:16][C:15]([C:18]3[O:23][C:52]([NH:51][C:47]4[CH:48]=[CH:49][CH:50]=[C:45]([Cl:44])[CH:46]=4)=[N:20][CH:19]=3)=[CH:14][CH:13]=2)[CH2:8][CH2:7]1)[CH3:2], predict the reactants needed to synthesize it. The reactants are: [CH2:1]([O:3][C:4](=[O:24])[CH2:5][CH:6]1[CH2:11][CH2:10][CH:9]([C:12]2[CH:17]=[CH:16][C:15]([C:18](=[O:23])[CH2:19][N:20]=[N+]=[N-])=[CH:14][CH:13]=2)[CH2:8][CH2:7]1)[CH3:2].C1(P(C2C=CC=CC=2)C2C=CC=CC=2)C=CC=CC=1.[Cl:44][C:45]1[CH:50]=[CH:49][CH:48]=[C:47]([N:51]=[C:52]=S)[CH:46]=1.O.